Dataset: Full USPTO retrosynthesis dataset with 1.9M reactions from patents (1976-2016). Task: Predict the reactants needed to synthesize the given product. (1) Given the product [NH:2]1[C:6]2[CH:7]=[CH:8][CH:9]=[CH:10][C:5]=2[N:4]=[C:3]1[C@H:11]([NH:21][C:32]([NH:31][C@@H:22]1[C:30]2[C:25](=[CH:26][CH:27]=[CH:28][CH:29]=2)[CH2:24][CH2:23]1)=[O:33])[CH2:12][C:13]1[CH:18]=[CH:17][C:16]([O:19][CH3:20])=[CH:15][CH:14]=1, predict the reactants needed to synthesize it. The reactants are: Cl.[NH:2]1[C:6]2[CH:7]=[CH:8][CH:9]=[CH:10][C:5]=2[N:4]=[C:3]1[C@H:11]([NH2:21])[CH2:12][C:13]1[CH:18]=[CH:17][C:16]([O:19][CH3:20])=[CH:15][CH:14]=1.[C@@H:22]1([NH2:31])[C:30]2[C:25](=[CH:26][CH:27]=[CH:28][CH:29]=2)[CH2:24][CH2:23]1.[C:32](O)(C(F)(F)F)=[O:33]. (2) Given the product [CH:12]12[CH2:14][CH:9]([NH:8][CH2:13]1)[CH2:10][N:11]2[CH2:15][CH2:16][C:17]1[C:26]2[C:21](=[CH:22][CH:23]=[C:24]([O:27][CH3:28])[CH:25]=2)[N:20]=[CH:19][C:18]=1[C:29]#[N:30], predict the reactants needed to synthesize it. The reactants are: C(OC([N:8]1[CH2:13][CH:12]2[CH2:14][CH:9]1[CH2:10][N:11]2[CH2:15][CH2:16][C:17]1[C:26]2[C:21](=[CH:22][CH:23]=[C:24]([O:27][CH3:28])[CH:25]=2)[N:20]=[CH:19][C:18]=1[C:29]#[N:30])=O)(C)(C)C.Cl. (3) The reactants are: [Br:1][C:2]1[S:6][C:5]([C:7]2([CH2:16][C:17]([O:19][C:20]([CH3:23])([CH3:22])[CH3:21])=[O:18])[S:13](=[O:15])(=[O:14])[CH2:12][CH2:11][NH:10][CH2:9][CH2:8]2)=[CH:4][CH:3]=1.[C@@:24]12([CH2:34][S:35]([OH:38])(=[O:37])=[O:36])[C:31]([CH3:33])([CH3:32])[CH:28]([CH2:29][CH2:30]1)[CH2:27][C:25]2=[O:26]. Given the product [Br:1][C:2]1[S:6][C:5]([C@:7]2([CH2:16][C:17]([O:19][C:20]([CH3:23])([CH3:22])[CH3:21])=[O:18])[S:13](=[O:15])(=[O:14])[CH2:12][CH2:11][NH:10][CH2:9][CH2:8]2)=[CH:4][CH:3]=1.[C@@:24]12([CH2:34][S:35]([O-:38])(=[O:36])=[O:37])[C:31]([CH3:33])([CH3:32])[CH:28]([CH2:29][CH2:30]1)[CH2:27][C:25]2=[O:26], predict the reactants needed to synthesize it. (4) Given the product [CH3:1][O:2][C@H:3]1[CH2:7][CH2:6][N:5]([C:8](=[O:28])[C@@H:9]([NH:16][CH3:17])[C:10]2[CH:15]=[CH:14][CH:13]=[CH:12][CH:11]=2)[CH2:4]1, predict the reactants needed to synthesize it. The reactants are: [CH3:1][O:2][C@H:3]1[CH2:7][CH2:6][N:5]([C:8](=[O:28])[C@@H:9]([N:16](C)[C:17](=O)OCC2C=CC=CC=2)[C:10]2[CH:15]=[CH:14][CH:13]=[CH:12][CH:11]=2)[CH2:4]1. (5) Given the product [Br:30][CH:13]([C:14]1[CH:19]=[CH:18][C:17]([C:20]([N:22]2[CH2:27][CH2:26][O:25][CH2:24][CH2:23]2)=[O:21])=[CH:16][CH:15]=1)[C:12]([C@@H:5]1[CH2:4][CH2:3][C:2]([F:1])([F:29])[CH2:7][C@H:6]1[C:8]([O:10][CH3:11])=[O:9])=[O:28], predict the reactants needed to synthesize it. The reactants are: [F:1][C:2]1([F:29])[CH2:7][C@@H:6]([C:8]([O:10][CH3:11])=[O:9])[C@H:5]([C:12](=[O:28])[CH2:13][C:14]2[CH:19]=[CH:18][C:17]([C:20]([N:22]3[CH2:27][CH2:26][O:25][CH2:24][CH2:23]3)=[O:21])=[CH:16][CH:15]=2)[CH2:4][CH2:3]1.[Br:30]Br. (6) Given the product [Cl:1][C:2]1[CH:3]=[CH:4][C:5]([CH:8]([CH2:13][OH:14])[C:9]([O:11][CH3:12])=[O:10])=[CH:6][CH:7]=1, predict the reactants needed to synthesize it. The reactants are: [Cl:1][C:2]1[CH:7]=[CH:6][C:5]([CH2:8][C:9]([O:11][CH3:12])=[O:10])=[CH:4][CH:3]=1.[CH2:13]=[O:14].Cl. (7) Given the product [N:5]1[N:6]2[C:10](=[O:12])[C:7]3[N:6]([N:5]=[CH:9][CH:8]=3)[C:10](=[O:12])[C:7]2=[CH:8][CH:9]=1, predict the reactants needed to synthesize it. The reactants are: O=S(Cl)Cl.[NH:5]1[CH:9]=[CH:8][C:7]([C:10]([OH:12])=O)=[N:6]1. (8) Given the product [NH2:33][CH2:34][C:35]1[CH:40]=[C:39]([C:2]2[NH:6][CH:5]=[C:4]([C:7]([NH:9][C:10]3[CH:15]=[CH:14][CH:13]=[CH:12][C:11]=3[CH2:16][C:17]([OH:19])=[O:18])=[O:8])[N:3]=2)[CH:38]=[CH:37][CH:36]=1.[C:44]([OH:50])([C:46]([F:49])([F:48])[F:47])=[O:45], predict the reactants needed to synthesize it. The reactants are: Br[C:2]1[N:3](COCC[Si](C)(C)C)[C:4]([C:7]([NH:9][C:10]2[CH:15]=[CH:14][CH:13]=[CH:12][C:11]=2[CH2:16][C:17]([O:19]C(C)(C)C)=[O:18])=[O:8])=[CH:5][N:6]=1.Cl.[NH2:33][CH2:34][C:35]1[CH:36]=[C:37](B(O)O)[CH:38]=[CH:39][CH:40]=1.[C:44]([OH:50])([C:46]([F:49])([F:48])[F:47])=[O:45].C(Cl)Cl.